From a dataset of Forward reaction prediction with 1.9M reactions from USPTO patents (1976-2016). Predict the product of the given reaction. (1) The product is: [OH:1][CH2:2][CH2:3][CH2:4][CH2:5][C:6]1[CH:7]=[CH:8][C:9]([NH2:12])=[CH:10][CH:11]=1. Given the reactants [OH:1][CH2:2][CH2:3][CH2:4][CH2:5][C:6]1[CH:11]=[CH:10][C:9]([N+:12]([O-])=O)=[CH:8][CH:7]=1.[H][H], predict the reaction product. (2) Given the reactants [OH:1][CH2:2][C:3]1[CH:8]=[CH:7][C:6]([CH2:9][C:10]#[N:11])=[CH:5][CH:4]=1, predict the reaction product. The product is: [NH2:11][CH2:10][CH2:9][C:6]1[CH:7]=[CH:8][C:3]([CH2:2][OH:1])=[CH:4][CH:5]=1. (3) Given the reactants [OH:1][C:2]1[CH:3]=[C:4]([C@H:8]([NH2:10])[CH3:9])[CH:5]=[CH:6][CH:7]=1.[OH:11][C:12]1[CH:17]=[CH:16][CH:15]=[CH:14][C:13]=1[CH2:18][CH2:19][N:20]=[C:21]=[S:22], predict the reaction product. The product is: [OH:11][C:12]1[CH:17]=[CH:16][CH:15]=[CH:14][C:13]=1[CH2:18][CH2:19][NH:20][C:21]([NH:10][C@@H:8]([C:4]1[CH:5]=[CH:6][CH:7]=[C:2]([OH:1])[CH:3]=1)[CH3:9])=[S:22]. (4) Given the reactants [OH:1][C:2]1[CH:11]=[CH:10][C:5]([C:6]([O:8][CH3:9])=[O:7])=[CH:4][C:3]=1[O:12][CH3:13].C(=O)([O-])[O-].[K+].[K+].[CH2:20](Br)[C:21]#[CH:22], predict the reaction product. The product is: [CH3:13][O:12][C:3]1[CH:4]=[C:5]([CH:10]=[CH:11][C:2]=1[O:1][CH2:22][C:21]#[CH:20])[C:6]([O:8][CH3:9])=[O:7]. (5) Given the reactants [CH2:1]([N:8]1[CH2:13][CH2:12][N:11](C(OC(C)(C)C)=O)[C@H:10]([CH2:21][C:22](O)=O)[CH2:9]1)[C:2]1[CH:7]=[CH:6][CH:5]=[CH:4][CH:3]=1.[C:25]1([NH2:32])[CH:30]=[CH:29][CH:28]=[CH:27][C:26]=1[NH2:31].CCN=C=NCCCN(C)C.Cl.C1C=CC2N(O)N=NC=2C=1.C(=O)([O-])O.[Na+], predict the reaction product. The product is: [CH2:1]([N:8]1[CH2:13][CH2:12][NH:11][C@H:10]([CH2:21][C:22]2[NH:32][C:25]3[CH:30]=[CH:29][CH:28]=[CH:27][C:26]=3[N:31]=2)[CH2:9]1)[C:2]1[CH:3]=[CH:4][CH:5]=[CH:6][CH:7]=1. (6) Given the reactants [NH2:1][C:2]1[CH:11]=[C:10]2[C:5]([CH:6]=[CH:7][CH:8]=[N:9]2)=[CH:4][CH:3]=1.[CH3:12][C:13]1[CH:18]=[C:17]([C:19]2[CH:27]=[CH:26][C:22]([C:23](O)=[O:24])=[CH:21][CH:20]=2)[CH:16]=[CH:15][N:14]=1.Cl.CN(C)CCCN=C=NCC, predict the reaction product. The product is: [CH3:12][C:13]1[CH:18]=[C:17]([C:19]2[CH:27]=[CH:26][C:22]([C:23]([NH:1][C:2]3[CH:11]=[C:10]4[C:5]([CH:6]=[CH:7][CH:8]=[N:9]4)=[CH:4][CH:3]=3)=[O:24])=[CH:21][CH:20]=2)[CH:16]=[CH:15][N:14]=1. (7) The product is: [F:9][C:8]([F:10])([C:11]([F:12])([F:13])[F:14])[C:5]([F:7])([F:6])[C:2]([F:4])([F:3])[CH:15]1[CH2:16][O:23]1. Given the reactants O.[C:2]([CH:15]=[CH2:16])([C:5]([C:8]([C:11]([F:14])([F:13])[F:12])([F:10])[F:9])([F:7])[F:6])([F:4])[F:3].BrN1C(=[O:23])CCC1=O.ClS(O)(=O)=O, predict the reaction product. (8) Given the reactants [F:1][C:2]1[CH:7]=[CH:6][C:5]([N:8]2[C@@H:12]([CH2:13]O)[CH2:11][CH2:10][C:9]2=[O:15])=[CH:4][CH:3]=1.C1(P(C2C=CC=CC=2)C2C=CC=CC=2)C=CC=CC=1.[NH:35](C(OC(C)(C)C)=O)C(OC(C)(C)C)=O.N(C(OCC)=O)=NC(OCC)=O, predict the reaction product. The product is: [NH2:35][CH2:13][C@@H:12]1[N:8]([C:5]2[CH:6]=[CH:7][C:2]([F:1])=[CH:3][CH:4]=2)[C:9](=[O:15])[CH2:10][CH2:11]1. (9) Given the reactants C(O)(C(F)(F)F)=O.[Cl:8][C:9]1[CH:10]=[CH:11][C:12]([CH2:24][CH:25]([NH:29][C:30]2[CH:35]=[CH:34][C:33]([O:36][CH3:37])=[CH:32][CH:31]=2)[CH:26]([F:28])[F:27])=[C:13]([CH:23]=1)[CH2:14][NH:15]C(=O)OC(C)(C)C, predict the reaction product. The product is: [NH2:15][CH2:14][C:13]1[CH:23]=[C:9]([Cl:8])[CH:10]=[CH:11][C:12]=1[CH2:24][CH:25]([NH:29][C:30]1[CH:35]=[CH:34][C:33]([O:36][CH3:37])=[CH:32][CH:31]=1)[CH:26]([F:28])[F:27].